Task: Predict the reactants needed to synthesize the given product.. Dataset: Full USPTO retrosynthesis dataset with 1.9M reactions from patents (1976-2016) (1) Given the product [CH2:34]([O:33][C:31]([C:4]1[CH:5]([C:14]2[CH:19]=[CH:18][C:17]([F:20])=[CH:16][C:15]=2[C:21]2[CH:22]=[CH:23][C:24]([C:27]([F:28])([F:29])[F:30])=[CH:25][CH:26]=2)[N:6]=[C:7]([C:9]2[S:10][CH:11]=[CH:12][N:13]=2)[NH:8][C:3]=1[CH2:2][N:36]1[CH2:41][CH2:40][O:39][CH2:38][C@H:37]1[C:42]([OH:44])=[O:43])=[O:32])[CH3:35], predict the reactants needed to synthesize it. The reactants are: Br[CH2:2][C:3]1[NH:8][C:7]([C:9]2[S:10][CH:11]=[CH:12][N:13]=2)=[N:6][CH:5]([C:14]2[CH:19]=[CH:18][C:17]([F:20])=[CH:16][C:15]=2[C:21]2[CH:26]=[CH:25][C:24]([C:27]([F:30])([F:29])[F:28])=[CH:23][CH:22]=2)[C:4]=1[C:31]([O:33][CH2:34][CH3:35])=[O:32].[NH:36]1[CH2:41][CH2:40][O:39][CH2:38][C@H:37]1[C:42]([OH:44])=[O:43]. (2) Given the product [CH3:26][C:27]1[CH:28]=[C:29]([CH:32]=[CH:33][C:34]=1[CH3:35])[CH2:30][NH:31][C:4]([C:6]1[N:7]=[C:8]([C:15]2[CH:20]=[CH:19][C:18]([F:21])=[CH:17][C:16]=2[S:22]([CH3:25])(=[O:24])=[O:23])[N:9]([CH3:14])[C:10](=[O:13])[C:11]=1[OH:12])=[O:3], predict the reactants needed to synthesize it. The reactants are: C([O:3][C:4]([C:6]1[N:7]=[C:8]([C:15]2[CH:20]=[CH:19][C:18]([F:21])=[CH:17][C:16]=2[S:22]([CH3:25])(=[O:24])=[O:23])[N:9]([CH3:14])[C:10](=[O:13])[C:11]=1[OH:12])=O)C.[CH3:26][C:27]1[CH:28]=[C:29]([CH:32]=[CH:33][C:34]=1[CH3:35])[CH2:30][NH2:31]. (3) Given the product [CH2:1]([O:3][C:4]([C:6]1[C:7]([CH2:26][CH3:27])=[N:8][C:9]([NH:14][CH2:15][CH2:16][CH2:17][C:18]2[CH:23]=[CH:22][CH:21]=[C:20]([OH:24])[CH:19]=2)=[N:10][C:11]=1[CH2:12][CH3:13])=[O:5])[CH3:2], predict the reactants needed to synthesize it. The reactants are: [CH2:1]([O:3][C:4]([C:6]1[C:7]([CH2:26][CH3:27])=[N:8][C:9]([NH:14][CH2:15][CH2:16][CH2:17][C:18]2[CH:23]=[CH:22][CH:21]=[C:20]([O:24]C)[CH:19]=2)=[N:10][C:11]=1[CH2:12][CH3:13])=[O:5])[CH3:2].B(Br)(Br)Br.C(Cl)Cl. (4) Given the product [Br:9][C:4]1[N:3]=[C:2]2[S:15][C:14]([NH:13][C:10](=[O:12])[CH3:11])=[N:8][C:7]2=[CH:6][CH:5]=1, predict the reactants needed to synthesize it. The reactants are: Br[C:2]1[C:7]([NH2:8])=[CH:6][CH:5]=[C:4]([Br:9])[N:3]=1.[C:10]([N:13]=[C:14]=[S:15])(=[O:12])[CH3:11].O. (5) Given the product [Cl:1][C:2]1[N:7]=[C:6]2[N:28]([C:24]3[CH:23]=[C:22]([CH:27]=[CH:26][CH:25]=3)[C:20]#[N:21])[C:29](=[O:30])[N:11]([C:12]3[CH:17]=[CH:16][C:15]([O:18][CH3:19])=[CH:14][CH:13]=3)[CH:9]([CH3:10])[C:5]2=[CH:4][N:3]=1, predict the reactants needed to synthesize it. The reactants are: [Cl:1][C:2]1[N:7]=[C:6](Cl)[C:5]([CH:9]([NH:11][C:12]2[CH:17]=[CH:16][C:15]([O:18][CH3:19])=[CH:14][CH:13]=2)[CH3:10])=[CH:4][N:3]=1.[C:20]([C:22]1[CH:23]=[C:24]([N:28]=[C:29]=[O:30])[CH:25]=[CH:26][CH:27]=1)#[N:21].CC(C)([O-])C.[K+]. (6) Given the product [S:6]([C:9]1[CH:10]=[CH:11][C:12]([C:15]2[C:16](=[O:33])[N:17]([C:27]3[CH:28]=[CH:29][CH:30]=[CH:31][CH:32]=3)[CH:18]=[C:19]([C:21]3[CH:26]=[CH:25][CH:24]=[CH:23][N:22]=3)[CH:20]=2)=[CH:13][CH:14]=1)(=[O:7])(=[O:8])[NH2:5], predict the reactants needed to synthesize it. The reactants are: C([NH:5][S:6]([C:9]1[CH:14]=[CH:13][C:12]([C:15]2[C:16](=[O:33])[N:17]([C:27]3[CH:32]=[CH:31][CH:30]=[CH:29][CH:28]=3)[CH:18]=[C:19]([C:21]3[CH:26]=[CH:25][CH:24]=[CH:23][N:22]=3)[CH:20]=2)=[CH:11][CH:10]=1)(=[O:8])=[O:7])(C)(C)C. (7) Given the product [C:52]([O:45][C@H:30]([CH2:31][O:32][CH2:33][CH2:34][CH2:35][CH2:36][CH2:37][CH2:38][CH2:39][CH2:40][CH2:41][CH2:42][CH2:43][CH3:44])[CH2:29][S:28][CH2:27][C@@H:19]([C:20]([O:22][C:23]([CH3:26])([CH3:25])[CH3:24])=[O:21])[NH:18][C:16](=[O:17])[O:15][CH2:14][CH:12]1[C:13]2[CH:1]=[CH:2][CH:3]=[CH:4][C:5]=2[C:6]2[C:11]1=[CH:10][CH:9]=[CH:8][CH:7]=2)(=[O:64])[CH2:53][CH2:54][CH2:55][CH2:56][CH2:57][CH2:58][CH2:59][CH2:60][CH2:61][CH2:62][CH3:63], predict the reactants needed to synthesize it. The reactants are: [CH:1]1[C:13]2[CH:12]([CH2:14][O:15][C:16]([NH:18][C@@H:19]([CH2:27][S:28][CH2:29][C@H:30]([OH:45])[CH2:31][O:32][CH2:33][CH2:34][CH2:35][CH2:36][CH2:37][CH2:38][CH2:39][CH2:40][CH2:41][CH2:42][CH2:43][CH3:44])[C:20]([O:22][C:23]([CH3:26])([CH3:25])[CH3:24])=[O:21])=[O:17])[C:11]3[C:6](=[CH:7][CH:8]=[CH:9][CH:10]=3)[C:5]=2[CH:4]=[CH:3][CH:2]=1.N1C=CC=CC=1.[C:52](Cl)(=[O:64])[CH2:53][CH2:54][CH2:55][CH2:56][CH2:57][CH2:58][CH2:59][CH2:60][CH2:61][CH2:62][CH3:63]. (8) Given the product [CH3:28][O:29][C:30]1[CH:31]=[C:32]([NH:33][C:19]2[C:18]3[C:23](=[CH:24][CH:25]=[C:16]([C:15]#[C:14][CH:11]4[CH2:10][CH2:9][NH:8][CH2:13][CH2:12]4)[CH:17]=3)[N:22]=[CH:21][N:20]=2)[CH:34]=[CH:35][C:36]=1[O:37][C:38]1[CH:43]=[CH:42][CH:41]=[CH:40][CH:39]=1, predict the reactants needed to synthesize it. The reactants are: C(OC([N:8]1[CH2:13][CH2:12][CH:11]([C:14]#[C:15][C:16]2[CH:17]=[C:18]3[C:23](=[CH:24][CH:25]=2)[N:22]=[CH:21][N:20]=[C:19]3Cl)[CH2:10][CH2:9]1)=O)(C)(C)C.Cl.[CH3:28][O:29][C:30]1[CH:31]=[C:32]([CH:34]=[CH:35][C:36]=1[O:37][C:38]1[CH:43]=[CH:42][CH:41]=[CH:40][CH:39]=1)[NH2:33].CCOC(C)=O. (9) Given the product [CH:20]1([CH2:19][CH2:18][N:38]2[CH2:37][CH2:36][N:35]([C:29]3[CH:30]=[CH:31][C:32]([O:33][CH3:34])=[C:27]([F:26])[CH:28]=3)[CH2:40][CH2:39]2)[CH2:25][CH2:24][CH2:23][CH2:22][CH2:21]1, predict the reactants needed to synthesize it. The reactants are: Cl.Cl.COC1C=CC(N2CCNCC2)=CC=1.Br[CH2:18][CH2:19][C:20]1[CH:25]=[CH:24][CH:23]=[CH:22][CH:21]=1.[F:26][C:27]1[CH:28]=[C:29]([N:35]2[CH2:40][CH2:39][NH:38][CH2:37][CH2:36]2)[CH:30]=[CH:31][C:32]=1[O:33][CH3:34].C1(CCBr)CCCCC1.